Dataset: Reaction yield outcomes from USPTO patents with 853,638 reactions. Task: Predict the reaction yield, written as a fraction of the theoretical maximum amount of product (1.0 means a 100% yield; for example, 0.34 means a 34% yield). (1) The reactants are [CH3:1][N+:2]([CH3:5])=[CH:3]Cl.[Cl-].P(Cl)(Cl)(Cl)=O.[Br:12][C:13]1[CH:14]=[C:15]([NH2:30])[C:16]([CH3:29])=[N:17][C:18]=1[O:19][C@H:20]1[CH2:25][CH2:24][C@@H:23]([CH:26]([CH3:28])[CH3:27])[CH2:22][CH2:21]1.Cl[CH2:32]Cl. No catalyst specified. The product is [Br:12][C:13]1[CH:14]=[C:15]([N:30]=[CH:1][N:2]([CH2:3][CH3:32])[CH3:5])[C:16]([CH3:29])=[N:17][C:18]=1[O:19][C@H:20]1[CH2:21][CH2:22][C@@H:23]([CH:26]([CH3:27])[CH3:28])[CH2:24][CH2:25]1. The yield is 0.810. (2) The reactants are [CH3:1][N:2]1[CH:6]=[C:5]([C:7]2[CH:12]=[CH:11][CH:10]=[CH:9][CH:8]=2)[N:4]=[C:3]1[CH2:13][CH2:14][C:15]1[N:20]=[C:19]([N:21]2[CH2:25][CH2:24][CH2:23][N:22]2C(OC(C)(C)C)=O)[CH:18]=[N:17][CH:16]=1.[ClH:33].O1CCOCC1. The catalyst is CO. The product is [ClH:33].[CH3:1][N:2]1[CH:6]=[C:5]([C:7]2[CH:8]=[CH:9][CH:10]=[CH:11][CH:12]=2)[N:4]=[C:3]1[CH2:13][CH2:14][C:15]1[CH:16]=[N:17][CH:18]=[C:19]([N:21]2[CH2:25][CH2:24][CH2:23][NH:22]2)[N:20]=1. The yield is 0.950. (3) The reactants are [C:1]([NH:4][C:5]1[CH:10]=[CH:9][C:8]([SH:11])=[CH:7][CH:6]=1)(=[O:3])[CH3:2].[Li]CCCC.Br[CH2:18][CH2:19][C:20]1[O:21][C:22]([CH3:25])=[CH:23][CH:24]=1. The catalyst is C1COCC1. The product is [CH3:25][C:22]1[O:21][C:20]([CH2:19][CH2:18][S:11][C:8]2[CH:9]=[CH:10][C:5]([NH:4][C:1](=[O:3])[CH3:2])=[CH:6][CH:7]=2)=[CH:24][CH:23]=1. The yield is 0.880. (4) The reactants are C[O:2][C:3]1[CH:8]([CH2:9][CH2:10][CH:11]([CH3:13])[CH3:12])[C:7]([O:14]C)=[CH:6][CH2:5][CH:4]=1.Cl. The catalyst is O. The product is [CH3:12][CH:11]([CH3:13])[CH2:10][CH2:9][CH:8]1[C:7](=[O:14])[CH2:6][CH2:5][CH2:4][C:3]1=[O:2]. The yield is 0.934. (5) The reactants are [NH:1]1[C:5](=[O:6])[CH2:4][CH2:3][C@H:2]1[C:7]([OH:9])=[O:8].Cl(O)(=O)(=O)=O.C(=O)(O)[O-].[Na+].C(O[C:24]([CH3:27])([CH3:26])[CH3:25])(=O)C. No catalyst specified. The product is [NH:1]1[C:5](=[O:6])[CH2:4][CH2:3][C@H:2]1[C:7]([O:9][C:24]([CH3:27])([CH3:26])[CH3:25])=[O:8]. The yield is 0.700. (6) The reactants are [I:1][C:2]1[CH:24]=[CH:23][C:5]([O:6][C:7]2[CH:8]=[C:9]([CH:13]=[C:14]([S:16][C:17]3[N:18]([CH3:22])[CH:19]=[CH:20][N:21]=3)[CH:15]=2)[C:10]([OH:12])=[O:11])=[CH:4][CH:3]=1.[C:25]([O-])([O-])=O.[K+].[K+].IC.CN(C=O)C. The catalyst is CCOCC. The product is [CH3:25][O:11][C:10](=[O:12])[C:9]1[CH:13]=[C:14]([S:16][C:17]2[N:18]([CH3:22])[CH:19]=[CH:20][N:21]=2)[CH:15]=[C:7]([O:6][C:5]2[CH:23]=[CH:24][C:2]([I:1])=[CH:3][CH:4]=2)[CH:8]=1. The yield is 0.910. (7) The reactants are [NH2:1][C:2]1[CH:3]=[CH:4][C:5]([F:21])=[C:6]([C@:8]2([CH3:20])[C:14]([F:16])([F:15])[C:13]([CH3:18])([CH3:17])[O:12][CH2:11][C:10](=[S:19])[NH:9]2)[CH:7]=1.[Cl:22][C:23]1[CH:32]=[CH:31][C:26]2[C:27](=O)[CH2:28][O:29][C:25]=2[CH:24]=1. No catalyst specified. The product is [Cl:22][C:23]1[CH:32]=[CH:31][C:26]2[CH:27]([NH:1][C:2]3[CH:3]=[CH:4][C:5]([F:21])=[C:6]([C@:8]4([CH3:20])[C:14]([F:16])([F:15])[C:13]([CH3:17])([CH3:18])[O:12][CH2:11][C:10](=[S:19])[NH:9]4)[CH:7]=3)[CH2:28][O:29][C:25]=2[CH:24]=1. The yield is 0.507. (8) The reactants are Br[C:2]1[O:6][C:5]([CH3:7])=[C:4]([C:8]([O:10][CH3:11])=[O:9])[CH:3]=1.[F:12][C:13]1[CH:14]=[C:15](B(O)O)[CH:16]=[CH:17][CH:18]=1.C(=O)([O-])[O-].[Na+].[Na+].COCCOC. The catalyst is C1C=CC([P]([Pd]([P](C2C=CC=CC=2)(C2C=CC=CC=2)C2C=CC=CC=2)([P](C2C=CC=CC=2)(C2C=CC=CC=2)C2C=CC=CC=2)[P](C2C=CC=CC=2)(C2C=CC=CC=2)C2C=CC=CC=2)(C2C=CC=CC=2)C2C=CC=CC=2)=CC=1.O. The product is [F:12][C:13]1[CH:18]=[C:17]([C:2]2[O:6][C:5]([CH3:7])=[C:4]([C:8]([O:10][CH3:11])=[O:9])[CH:3]=2)[CH:16]=[CH:15][CH:14]=1. The yield is 0.920. (9) The reactants are [CH3:1][O:2][C@@H:3]1[C@H:9]2[O:10][CH2:11][C@@H:12]([OH:13])[C@H:8]2[O:7][C@H:4]1[O:5][CH3:6].N1C=CC=CC=1.[CH3:20][S:21](Cl)(=[O:23])=[O:22]. The catalyst is ClCCl. The product is [CH3:1][O:2][C@@H:3]1[C@H:9]2[O:10][CH2:11][C@@H:12]([O:13][S:21]([CH3:20])(=[O:23])=[O:22])[C@H:8]2[O:7][C@H:4]1[O:5][CH3:6]. The yield is 0.950.